Dataset: Reaction yield outcomes from USPTO patents with 853,638 reactions. Task: Predict the reaction yield, written as a fraction of the theoretical maximum amount of product (1.0 means a 100% yield; for example, 0.34 means a 34% yield). (1) The reactants are [NH2:1][C:2]1[C:22]([CH:23]2[CH2:25][CH2:24]2)=[CH:21][C:5]2[C:6]([C:16]([O:18][CH2:19][CH3:20])=[O:17])=[C:7]([C:9]3[CH:14]=[CH:13][C:12]([F:15])=[CH:11][CH:10]=3)[O:8][C:4]=2[CH:3]=1.[Br:26][C:27]1[CH:28]=[C:29](B(O)O)[CH:30]=[CH:31][CH:32]=1.C(N(CC)CC)C. The catalyst is CCOC(C)=O.C([O-])(=O)C.[Cu+2].C([O-])(=O)C. The yield is 0.510. The product is [Br:26][C:27]1[CH:32]=[C:31]([NH:1][C:2]2[C:22]([CH:23]3[CH2:25][CH2:24]3)=[CH:21][C:5]3[C:6]([C:16]([O:18][CH2:19][CH3:20])=[O:17])=[C:7]([C:9]4[CH:10]=[CH:11][C:12]([F:15])=[CH:13][CH:14]=4)[O:8][C:4]=3[CH:3]=2)[CH:30]=[CH:29][CH:28]=1. (2) The catalyst is CN(C=O)C. The reactants are [H-].[Na+].[C:3]([O:7][C:8]([N:10]1[CH2:15][CH2:14][C:13]([NH:18][C:19]([O:21][C:22]([CH3:25])([CH3:24])[CH3:23])=[O:20])([CH2:16][OH:17])[CH2:12][CH2:11]1)=[O:9])([CH3:6])([CH3:5])[CH3:4].[Cl:26][C:27]1[CH:34]=[CH:33][C:30]([CH2:31]Br)=[CH:29][CH:28]=1. The yield is 0.220. The product is [C:3]([O:7][C:8]([N:10]1[CH2:15][CH2:14][C:13]([NH:18][C:19]([O:21][C:22]([CH3:25])([CH3:24])[CH3:23])=[O:20])([CH2:16][O:17][CH2:31][C:30]2[CH:33]=[CH:34][C:27]([Cl:26])=[CH:28][CH:29]=2)[CH2:12][CH2:11]1)=[O:9])([CH3:5])([CH3:6])[CH3:4]. (3) The yield is 0.230. The product is [C:18]([O:21][CH2:22][C:23]1[C:24]([N:38]2[CH2:50][CH2:49][N:41]3[C:42]4[CH2:43][CH2:44][CH2:45][CH2:46][C:47]=4[CH:48]=[C:40]3[C:39]2=[O:51])=[CH:25][CH:26]=[CH:27][C:28]=1[C:2]1[CH:3]=[C:4]([NH:10][C:11]2[CH:15]=[C:14]([CH2:16][CH3:17])[NH:13][N:12]=2)[C:5](=[O:9])[N:6]([CH3:8])[CH:7]=1)(=[O:20])[CH3:19]. The reactants are Br[C:2]1[CH:3]=[C:4]([NH:10][C:11]2[CH:15]=[C:14]([CH2:16][CH3:17])[NH:13][N:12]=2)[C:5](=[O:9])[N:6]([CH3:8])[CH:7]=1.[C:18]([O:21][CH2:22][C:23]1[C:28](B2OC(C)(C)C(C)(C)O2)=[CH:27][CH:26]=[CH:25][C:24]=1[N:38]1[CH2:50][CH2:49][N:41]2[C:42]3[CH2:43][CH2:44][CH2:45][CH2:46][C:47]=3[CH:48]=[C:40]2[C:39]1=[O:51])(=[O:20])[CH3:19]. The catalyst is C([O-])([O-])=O.[Na+].[Na+].COCCOC.C1C=CC([P]([Pd]([P](C2C=CC=CC=2)(C2C=CC=CC=2)C2C=CC=CC=2)([P](C2C=CC=CC=2)(C2C=CC=CC=2)C2C=CC=CC=2)[P](C2C=CC=CC=2)(C2C=CC=CC=2)C2C=CC=CC=2)(C2C=CC=CC=2)C2C=CC=CC=2)=CC=1. (4) The reactants are Br[C:2]1[CH:3]=[C:4]2[C:11](=[CH:12][CH:13]=1)[C:7]1[NH:8][N:9]=[CH:10][C:6]=1[CH2:5]2.[Li]C1C=CC=CC=1.C1CCCCC1.C[CH2:28][O:29]CC.[Li]C(CC)C.C1CCCCC1.CN(C=O)C. The catalyst is C1COCC1. The product is [NH:8]1[C:7]2[C:11]3[C:4]([CH2:5][C:6]=2[CH:10]=[N:9]1)=[CH:3][C:2]([CH:28]=[O:29])=[CH:13][CH:12]=3. The yield is 0.680. (5) The reactants are [CH2:1]([NH2:6])[CH2:2][CH2:3][CH2:4][CH3:5].C([O:9][C:10]([C:12]1[N:13]=[C:14]2[CH:19]=[CH:18][C:17]([N:20]3[CH2:25][CH2:24][N:23]([C:26](=[O:38])[C:27]4[CH:32]=[C:31]([F:33])[CH:30]=[CH:29][C:28]=4[C:34]([F:37])([F:36])[F:35])[CH2:22][CH2:21]3)=[N:16][N:15]2[CH:39]=1)=O)C. No catalyst specified. The product is [CH2:1]([NH:6][C:10]([C:12]1[N:13]=[C:14]2[CH:19]=[CH:18][C:17]([N:20]3[CH2:25][CH2:24][N:23]([C:26](=[O:38])[C:27]4[CH:32]=[C:31]([F:33])[CH:30]=[CH:29][C:28]=4[C:34]([F:35])([F:37])[F:36])[CH2:22][CH2:21]3)=[N:16][N:15]2[CH:39]=1)=[O:9])[CH2:2][CH2:3][CH2:4][CH3:5]. The yield is 0.390. (6) No catalyst specified. The reactants are [CH3:1][O:2][C:3]([CH:5]1[C:10]([CH3:12])([CH3:11])[S:9][CH2:8][CH2:7][N:6]1[S:13]([C:16]1[CH:21]=[CH:20][C:19]([OH:22])=[CH:18][CH:17]=1)(=[O:15])=[O:14])=[O:4].[CH2:23]([O:30][CH2:31][C:32]#[C:33][CH2:34]O)[C:24]1[CH:29]=[CH:28][CH:27]=[CH:26][CH:25]=1. The product is [CH2:23]([O:30][CH2:31][C:32]#[C:33][CH2:34][O:22][C:19]1[CH:18]=[CH:17][C:16]([S:13]([N:6]2[CH2:7][CH2:8][S:9][C:10]([CH3:12])([CH3:11])[CH:5]2[C:3]([O:2][CH3:1])=[O:4])(=[O:15])=[O:14])=[CH:21][CH:20]=1)[C:24]1[CH:29]=[CH:28][CH:27]=[CH:26][CH:25]=1. The yield is 0.420. (7) The reactants are C([N:8](CC1C=CC=CC=1)[C@H:9]([C:15](=[O:19])[CH:16]([CH3:18])[CH3:17])[C:10]([O:12][CH2:13][CH3:14])=[O:11])C1C=CC=CC=1.[C:35](O[C:35]([O:37][C:38]([CH3:41])([CH3:40])[CH3:39])=[O:36])([O:37][C:38]([CH3:41])([CH3:40])[CH3:39])=[O:36]. The catalyst is CCO.[OH-].[OH-].[Pd+2]. The product is [C:38]([O:37][C:35]([NH:8][C@H:9]([C:15](=[O:19])[CH:16]([CH3:18])[CH3:17])[C:10]([O:12][CH2:13][CH3:14])=[O:11])=[O:36])([CH3:39])([CH3:40])[CH3:41]. The yield is 0.750. (8) The reactants are [C:1]([Si:3]([CH:10]([CH3:12])[CH3:11])([CH:7]([CH3:9])[CH3:8])[CH:4]([CH3:6])[CH3:5])#[CH:2].[Li]CCCC.[CH3:18][N:19]1[CH2:23][CH2:22][C:21](=[O:24])[CH2:20]1. The catalyst is O1CCCC1.CCOC(C)=O. The product is [CH3:18][N:19]1[CH2:23][CH2:22][C:21]([C:2]#[C:1][Si:3]([CH:7]([CH3:9])[CH3:8])([CH:4]([CH3:6])[CH3:5])[CH:10]([CH3:12])[CH3:11])([OH:24])[CH2:20]1. The yield is 0.390. (9) The reactants are C[O:2][C:3]1[CH:4]=[C:5]2[C:10](=[CH:11][CH:12]=1)[N:9]=[C:8]([C:13]1[CH:18]=[CH:17][CH:16]=[C:15]([O:19]C)[CH:14]=1)[CH:7]=[CH:6]2.B(Br)(Br)Br. No catalyst specified. The product is [OH:19][C:15]1[CH:14]=[C:13]([C:8]2[CH:7]=[CH:6][C:5]3[C:10](=[CH:11][CH:12]=[C:3]([OH:2])[CH:4]=3)[N:9]=2)[CH:18]=[CH:17][CH:16]=1. The yield is 0.100.